From a dataset of NCI-60 drug combinations with 297,098 pairs across 59 cell lines. Regression. Given two drug SMILES strings and cell line genomic features, predict the synergy score measuring deviation from expected non-interaction effect. (1) Drug 1: C1C(C(OC1N2C=NC3=C(N=C(N=C32)Cl)N)CO)O. Drug 2: C(CN)CNCCSP(=O)(O)O. Cell line: COLO 205. Synergy scores: CSS=43.0, Synergy_ZIP=1.87, Synergy_Bliss=0.348, Synergy_Loewe=-26.2, Synergy_HSA=-0.582. (2) Drug 1: CC(C1=C(C=CC(=C1Cl)F)Cl)OC2=C(N=CC(=C2)C3=CN(N=C3)C4CCNCC4)N. Drug 2: CCCCC(=O)OCC(=O)C1(CC(C2=C(C1)C(=C3C(=C2O)C(=O)C4=C(C3=O)C=CC=C4OC)O)OC5CC(C(C(O5)C)O)NC(=O)C(F)(F)F)O. Cell line: KM12. Synergy scores: CSS=33.5, Synergy_ZIP=-2.35, Synergy_Bliss=-2.51, Synergy_Loewe=-6.42, Synergy_HSA=-1.03. (3) Drug 1: C1=C(C(=O)NC(=O)N1)F. Drug 2: CC1CCC2CC(C(=CC=CC=CC(CC(C(=O)C(C(C(=CC(C(=O)CC(OC(=O)C3CCCCN3C(=O)C(=O)C1(O2)O)C(C)CC4CCC(C(C4)OC)OCCO)C)C)O)OC)C)C)C)OC. Cell line: NCI/ADR-RES. Synergy scores: CSS=41.4, Synergy_ZIP=-1.14, Synergy_Bliss=-2.61, Synergy_Loewe=1.36, Synergy_HSA=1.48. (4) Drug 1: C1=CN(C=N1)CC(O)(P(=O)(O)O)P(=O)(O)O. Drug 2: C1CC(=O)NC(=O)C1N2C(=O)C3=CC=CC=C3C2=O. Cell line: MDA-MB-435. Synergy scores: CSS=0.291, Synergy_ZIP=-0.213, Synergy_Bliss=-0.0661, Synergy_Loewe=0.787, Synergy_HSA=-0.819. (5) Drug 1: C1CC(=O)NC(=O)C1N2C(=O)C3=CC=CC=C3C2=O. Drug 2: CC(C)CN1C=NC2=C1C3=CC=CC=C3N=C2N. Cell line: MDA-MB-435. Synergy scores: CSS=-1.41, Synergy_ZIP=5.65, Synergy_Bliss=8.74, Synergy_Loewe=5.82, Synergy_HSA=1.66. (6) Synergy scores: CSS=-4.42, Synergy_ZIP=5.98, Synergy_Bliss=11.2, Synergy_Loewe=-1.59, Synergy_HSA=-0.0368. Drug 2: C1C(C(OC1N2C=NC3=C2NC=NCC3O)CO)O. Drug 1: C1CC(=O)NC(=O)C1N2C(=O)C3=CC=CC=C3C2=O. Cell line: SF-268.